From a dataset of Aqueous solubility values for 9,982 compounds from the AqSolDB database. Regression/Classification. Given a drug SMILES string, predict its absorption, distribution, metabolism, or excretion properties. Task type varies by dataset: regression for continuous measurements (e.g., permeability, clearance, half-life) or binary classification for categorical outcomes (e.g., BBB penetration, CYP inhibition). For this dataset (solubility_aqsoldb), we predict Y. The molecule is CCCCCC(=O)N(C)c1ccc(S(=O)(=O)N(C)C)cc1. The Y is -2.95 log mol/L.